The task is: Binary Classification. Given a miRNA mature sequence and a target amino acid sequence, predict their likelihood of interaction.. This data is from Experimentally validated miRNA-target interactions with 360,000+ pairs, plus equal number of negative samples. (1) The miRNA is hsa-miR-4485-3p with sequence UAACGGCCGCGGUACCCUAA. The protein sequence of the target gene is MPPKKGGDGIKPPPIIGRFGTSLKIGIVGLPNVGKSTFFNVLTNSQASAENFPFCTIDPNESRVPVPDERFDFLCQYHKPASKIPAFLNVVDIAGLVKGAHNGQGLGNAFLSHISACDGIFHLTRAFEDDDITHVEGSVDPIRDIEIIHEELQLKDEEMIGPIIDKLEKVAVRGGDKKLKPEYDIMCKVKSWVIDQKKPVRFYHDWNDKEIEVLNKHLFLTSKPMVYLVNLSEKDYIRKKNKWLIKIKEWVDKYDPGALVIPFSGALELKLQELSAEERQKYLEANMTQSALPKIIKAGF.... Result: 0 (no interaction). (2) Result: 0 (no interaction). The protein sequence of the target gene is MFPFGPHSPGGDETAGAEEPPPLGGPAAASRPPSPAPRPASPQRGADAASPPPVAGSPRLPGGPAVSPAERAGEFAAPGALELSAATASASQAKLSPSSSPRRRSRPDWRAGGRSRQGLGAGLGGPGARLFGWLRERSLGRGLFVDPARDNFRTMTNLYGSIHPADSVYLSTRTHGAVFNLEYSPDGSVLTVACEQTEVLLFDPISSKHIKTLSEAHEDCVNNIRFLDNRLFATCSDDTTIALWDLRKLNTKVCTLHGHTSWVKNIEYDTNTRLLVTSGFDGNVIIWDTNRCTEDGCPHK.... The miRNA is hsa-miR-3158-5p with sequence CCUGCAGAGAGGAAGCCCUUC.